From a dataset of Serine/threonine kinase 33 screen with 319,792 compounds. Binary Classification. Given a drug SMILES string, predict its activity (active/inactive) in a high-throughput screening assay against a specified biological target. (1) The compound is Clc1ccc(NC(=O)c2scnc2)cc1. The result is 0 (inactive). (2) The result is 0 (inactive). The drug is O(C=1c2c3n(CC1C#N)ccc3ccc2)C(=O)C.